Dataset: Forward reaction prediction with 1.9M reactions from USPTO patents (1976-2016). Task: Predict the product of the given reaction. Given the reactants C([O:3][C:4]([C:6]1[N:7]=[N:8][N:9]([OH:11])[CH:10]=1)=[O:5])C.CCO.O, predict the reaction product. The product is: [OH:11][N:9]1[CH:10]=[C:6]([C:4]([OH:5])=[O:3])[N:7]=[N:8]1.